Predict the reactants needed to synthesize the given product. From a dataset of Full USPTO retrosynthesis dataset with 1.9M reactions from patents (1976-2016). (1) The reactants are: Br[CH2:2][C:3](Cl)=[O:4].C1(C)C=CC=CC=1.[OH-].[Na+].[NH2:15][C@@H:16]([CH2:19][O:20][CH2:21][C:22]1[CH:27]=[CH:26][CH:25]=[CH:24][CH:23]=1)[CH2:17][OH:18]. Given the product [CH2:21]([O:20][CH2:19][C@@H:16]1[NH:15][C:3](=[O:4])[CH2:2][O:18][CH2:17]1)[C:22]1[CH:27]=[CH:26][CH:25]=[CH:24][CH:23]=1, predict the reactants needed to synthesize it. (2) Given the product [CH3:18][NH:19][C:12]([CH:8]1[CH2:7][C:6]2[N:2]([CH3:1])[C:3]([CH3:17])=[N:4][C:5]=2[C:10](=[O:11])[CH2:9]1)=[O:14], predict the reactants needed to synthesize it. The reactants are: [CH3:1][N:2]1[C:6]2[CH2:7][CH:8]([C:12]([O:14]CC)=O)[CH2:9][C:10](=[O:11])[C:5]=2[N:4]=[C:3]1[CH3:17].[CH3:18][NH2:19]. (3) Given the product [NH2:13][C@@H:14]([CH2:18][CH2:19][CH3:20])[C@H:15]([OH:17])[C:4]([N:6]([CH:7]1[CH2:9][CH2:8]1)[CH3:21])=[O:5], predict the reactants needed to synthesize it. The reactants are: N[C@@H](CC)[C@H](O)[C:4]([NH:6][CH:7]1[CH2:9][CH2:8]1)=[O:5].[NH2:13][C@@H:14]([CH2:18][CH2:19][CH3:20])[C:15]([OH:17])=O.[CH3:21]NC1CC1. (4) Given the product [CH3:32][NH:33][C:34]([C:36]1[C:44]2[CH:43]=[C:42]([C:45]3[C:50]([CH3:51])=[CH:49][N:48]=[C:47]([NH:69][CH2:68][CH2:67][CH2:66][N:63]4[CH2:64][CH2:65][NH:60][C@@H:61]([CH3:70])[CH2:62]4)[N:46]=3)[S:41][C:40]=2[CH:39]=[CH:38][CH:37]=1)=[O:35], predict the reactants needed to synthesize it. The reactants are: CNC(C1C2C=C(C3C(Cl)=CN=C(NCCCN4CCNC[C@H]4C)N=3)SC=2C=CC=1)=O.[CH3:32][NH:33][C:34]([C:36]1[C:44]2[CH:43]=[C:42]([C:45]3[C:50]([CH3:51])=[CH:49][N:48]=[C:47](Cl)[N:46]=3)[S:41][C:40]=2[CH:39]=[CH:38][CH:37]=1)=[O:35].C(OC([N:60]1[CH2:65][CH2:64][N:63]([CH2:66][CH2:67][CH2:68][NH2:69])[CH2:62][C@@H:61]1[CH3:70])=O)(C)(C)C. (5) Given the product [CH3:20][N:21]1[C:25]([CH3:26])=[N:24][N:23]=[C:22]1[CH:27]1[C:30](=[O:29])[C:31]2[C:13]([C:12]([O:11][CH2:10][CH3:9])=[O:17])=[CH:14][CH:15]=[CH:16][C:8]=2[NH:7][CH:6]1[C:5]1[CH:18]=[CH:19][C:2]([F:1])=[CH:3][CH:4]=1, predict the reactants needed to synthesize it. The reactants are: [F:1][C:2]1[CH:19]=[CH:18][C:5](/[CH:6]=[N:7]/[C:8]2[CH:16]=[CH:15][CH:14]=[C:13]3[C:9]=2[CH2:10][O:11][C:12]3=[O:17])=[CH:4][CH:3]=1.[CH3:20][N:21]1[C:25]([CH3:26])=[N:24][N:23]=[C:22]1[CH:27]=O.[O-:29][CH2:30][CH3:31].[Na+].C(O)C. (6) Given the product [N:1]1([CH2:7][CH2:8][O:9][C:10]2[CH:17]=[C:16]([C:18]([F:20])([F:19])[F:21])[CH:15]=[CH:14][C:11]=2[CH2:12][NH2:13])[CH2:6][CH2:5][O:4][CH2:3][CH2:2]1, predict the reactants needed to synthesize it. The reactants are: [N:1]1([CH2:7][CH2:8][O:9][C:10]2[CH:17]=[C:16]([C:18]([F:21])([F:20])[F:19])[CH:15]=[CH:14][C:11]=2[C:12]#[N:13])[CH2:6][CH2:5][O:4][CH2:3][CH2:2]1.N. (7) Given the product [CH3:7][C:8]1[S:12][C:11]([S:13][CH2:14][C:15]2[CH2:32][S:31][C@@H:18]3[C@H:19]([NH:22][C:23]([CH2:25][N:26]4[N:30]=[N:29][N:28]=[CH:27]4)=[O:24])[C:20](=[O:21])[N:17]3[C:16]=2[C:33]([O-:35])=[O:34])=[N:10][N:9]=1.[OH2:3].[OH2:38].[OH2:3].[OH2:3].[OH2:3].[Na+:40], predict the reactants needed to synthesize it. The reactants are: C([OH:3])C.ClCCl.[CH3:7][C:8]1[S:12][C:11]([S:13][CH2:14][C:15]2[CH2:32][S:31][C@@H:18]3[C@H:19]([NH:22][C:23]([CH2:25][N:26]4[N:30]=[N:29][N:28]=[CH:27]4)=[O:24])[C:20](=[O:21])[N:17]3[C:16]=2[C:33]([OH:35])=[O:34])=[N:10][N:9]=1.C([O-])(=[O:38])C.[Na+:40]. (8) Given the product [N:15]([CH:24]([C:20]1([CH2:19][F:18])[CH2:23][O:22][CH2:21]1)[C:26]1[O:27][C:28]([CH3:31])=[CH:29][CH:30]=1)=[N+:16]=[N-:17], predict the reactants needed to synthesize it. The reactants are: C1(P([N:15]=[N+:16]=[N-:17])(C2C=CC=CC=2)=O)C=CC=CC=1.[F:18][CH2:19][C:20]1([CH:24]([C:26]2[O:27][C:28]([CH3:31])=[CH:29][CH:30]=2)O)[CH2:23][O:22][CH2:21]1.N12CCCN=C1CCCCC2.O.